From a dataset of Forward reaction prediction with 1.9M reactions from USPTO patents (1976-2016). Predict the product of the given reaction. (1) Given the reactants FC(F)(F)C(O)=O.C(OC([NH:15][CH2:16][CH2:17][CH2:18][N:19]([CH2:23][CH2:24][CH2:25][CH2:26][N:27](C(OC(C)(C)C)=O)[CH2:28][CH2:29][CH2:30][NH:31][C:32](=[O:37])[C:33]([F:36])([F:35])[F:34])C(=O)O)=O)(C)(C)C, predict the reaction product. The product is: [NH2:15][CH2:16][CH2:17][CH2:18][NH:19][CH2:23][CH2:24][CH2:25][CH2:26][NH:27][CH2:28][CH2:29][CH2:30][NH:31][C:32](=[O:37])[C:33]([F:35])([F:36])[F:34]. (2) Given the reactants C(OC([N:8]([CH2:29][CH3:30])[C:9]1[C:10]([CH2:24][O:25]C(=O)C)=[N:11][CH:12]=[C:13](B2OC(C)(C)C(C)(C)O2)[CH:14]=1)=O)(C)(C)C.Br[C:32]1[CH:41]=[CH:40][C:39]2[N:38]=[CH:37][C:36]3[N:42]([CH3:53])[C:43](=[O:52])[N:44]([C:45]4[C:46]([CH3:51])=[N:47][CH:48]=[CH:49][CH:50]=4)[C:35]=3[C:34]=2[CH:33]=1.[Li+].[OH-], predict the reaction product. The product is: [CH2:29]([NH:8][C:9]1[CH:14]=[C:13]([C:32]2[CH:41]=[CH:40][C:39]3[N:38]=[CH:37][C:36]4[N:42]([CH3:53])[C:43](=[O:52])[N:44]([C:45]5[C:46]([CH3:51])=[N:47][CH:48]=[CH:49][CH:50]=5)[C:35]=4[C:34]=3[CH:33]=2)[CH:12]=[N:11][C:10]=1[CH2:24][OH:25])[CH3:30]. (3) Given the reactants Br[C:2]1[CH:10]=[C:9]2[C:5]([CH2:6][C:7](=[O:11])[NH:8]2)=[CH:4][CH:3]=1.[B:12]1([B:12]2[O:16][C:15]([CH3:18])([CH3:17])[C:14]([CH3:20])([CH3:19])[O:13]2)[O:16][C:15]([CH3:18])([CH3:17])[C:14]([CH3:20])([CH3:19])[O:13]1.CC([O-])=O.[K+].CCOC(C)=O, predict the reaction product. The product is: [CH3:19][C:14]1([CH3:20])[C:15]([CH3:18])([CH3:17])[O:16][B:12]([C:2]2[CH:10]=[C:9]3[C:5]([CH2:6][C:7](=[O:11])[NH:8]3)=[CH:4][CH:3]=2)[O:13]1. (4) The product is: [CH2:25]([N:3]([CH2:1][CH3:2])[CH2:4][C:5]#[C:6][C:7]1[S:15][C:14]2[C:9](=[N:10][CH:11]=[CH:12][C:13]=2[O:16][C:17]2[CH:22]=[CH:21][C:20]([NH:23][C:48]([NH:47][C:45](=[O:46])[CH2:44][C:38]3[CH:39]=[CH:40][CH:41]=[CH:42][CH:43]=3)=[S:49])=[CH:19][C:18]=2[F:24])[CH:8]=1)[CH3:26]. Given the reactants [CH2:1]([N:3]([CH2:25][CH3:26])[CH2:4][C:5]#[C:6][C:7]1[S:15][C:14]2[C:9](=[N:10][CH:11]=[CH:12][C:13]=2[O:16][C:17]2[CH:22]=[CH:21][C:20]([NH2:23])=[CH:19][C:18]=2[F:24])[CH:8]=1)[CH3:2].C1(C)C=CC=CC=1.C(O)C.Cl.[C:38]1([CH2:44][C:45]([N:47]=[C:48]=[S:49])=[O:46])[CH:43]=[CH:42][CH:41]=[CH:40][CH:39]=1, predict the reaction product. (5) The product is: [N:64]1([CH:70]2[CH2:75][CH2:74][N:73]([C:44](=[O:45])[CH2:43][O:42]/[N:41]=[C:31](/[CH:32]=[CH:33]/[CH:34]([CH3:40])[CH:35]([OH:39])/[CH:36]=[CH:37]/[CH3:38])\[CH:30]([CH3:47])[CH:29]([OH:48])[CH:27]([CH:12]3[O:13][C:14](=[O:26])[C:15]([O:24][CH3:25])=[CH:16][C:17]([CH3:23])=[CH:18][CH:19]([CH3:22])[CH:20]([OH:21])[CH:3]([CH2:1][CH3:2])[CH:4]([OH:53])[CH:5]([CH3:52])[CH2:6][C:7]([CH3:51])=[CH:8][CH:9]=[CH:10][CH:11]3[O:49][CH3:50])[CH3:28])[CH2:72][CH2:71]2)[CH2:69][CH2:68][CH2:67][CH2:66][CH2:65]1. Given the reactants [CH2:1]([CH:3]1[CH:20]([OH:21])[CH:19]([CH3:22])[CH:18]=[C:17]([CH3:23])[CH:16]=[C:15]([O:24][CH3:25])[C:14](=[O:26])[O:13][CH:12]([CH:27]([CH:29]([OH:48])[CH:30]([CH3:47])/[C:31](=[N:41]\[O:42][CH2:43][C:44](O)=[O:45])/[CH:32]=[CH:33]/[CH:34]([CH3:40])[CH:35]([OH:39])/[CH:36]=[CH:37]/[CH3:38])[CH3:28])[CH:11]([O:49][CH3:50])[CH:10]=[CH:9][CH:8]=[C:7]([CH3:51])[CH2:6][CH:5]([CH3:52])[CH:4]1[OH:53])[CH3:2].C1C=CC2N(O)N=NC=2C=1.[N:64]1([CH:70]2[CH2:75][CH2:74][NH:73][CH2:72][CH2:71]2)[CH2:69][CH2:68][CH2:67][CH2:66][CH2:65]1.O, predict the reaction product.